Dataset: Reaction yield outcomes from USPTO patents with 853,638 reactions. Task: Predict the reaction yield, written as a fraction of the theoretical maximum amount of product (1.0 means a 100% yield; for example, 0.34 means a 34% yield). (1) The reactants are Cl[C:2]1[N:3]=[CH:4][C:5]2[C:10]([C:11]([NH:13][CH2:14][C:15]3[C:16]([OH:23])=[N:17][C:18]([CH3:22])=[CH:19][C:20]=3[CH3:21])=[O:12])=[C:9]([CH3:24])[N:8]([C@@H:25]([C:27]3[CH:32]=[CH:31][CH:30]=[CH:29][CH:28]=3)[CH3:26])[C:6]=2[N:7]=1.[CH3:33][O-:34].[Na+]. The catalyst is CO. The product is [OH:23][C:16]1[C:15]([CH2:14][NH:13][C:11]([C:10]2[C:5]3[CH:4]=[N:3][C:2]([O:34][CH3:33])=[N:7][C:6]=3[N:8]([C@@H:25]([C:27]3[CH:32]=[CH:31][CH:30]=[CH:29][CH:28]=3)[CH3:26])[C:9]=2[CH3:24])=[O:12])=[C:20]([CH3:21])[CH:19]=[C:18]([CH3:22])[N:17]=1. The yield is 0.519. (2) The reactants are [CH3:1][C:2]1[CH:7]=[CH:6][CH:5]=[CH:4][C:3]=1[C:8]1[CH:13]=[CH:12][C:11]([C:14]([N:16]2[CH2:23][C:22](=O)[CH2:21][C@H:17]2[C:18]([OH:20])=[O:19])=[O:15])=[CH:10][CH:9]=1.Cl.[CH3:26][O:27][NH2:28].ClCCl. The catalyst is C(N(CC)CC)C. The product is [CH3:26][O:27][N:28]=[C:22]1[CH2:23][N:16]([C:14]([C:11]2[CH:12]=[CH:13][C:8]([C:3]3[CH:4]=[CH:5][CH:6]=[CH:7][C:2]=3[CH3:1])=[CH:9][CH:10]=2)=[O:15])[C@H:17]([C:18]([OH:20])=[O:19])[CH2:21]1. The yield is 0.956. (3) The product is [CH:1]1([C:4]2[CH:9]=[CH:8][CH:7]=[CH:6][C:5]=2[NH:10][C:11]([NH2:13])=[S:12])[CH2:2][CH2:3]1. The yield is 0.560. The catalyst is CO. The reactants are [CH:1]1([C:4]2[CH:9]=[CH:8][CH:7]=[CH:6][C:5]=2[NH:10][C:11]([NH:13]C(=O)C2C=CC=CC=2)=[S:12])[CH2:3][CH2:2]1.[OH-].[Na+].Cl. (4) The reactants are ClCCN1CCOCC1.CS([O:14][CH:15]1[CH2:20][CH2:19][N:18](C(OC(C)(C)C)=O)[CH2:17][CH2:16]1)(=O)=O.[F:28][C:29]1[CH:34]=[CH:33][C:32]([CH:35]([C:37]2[N:46]=[C:45]([NH:47][C:48]3[CH:52]=[C:51]([CH3:53])[NH:50][N:49]=3)[C:44]3[C:39](=[CH:40][C:41](OC4CCCCN4C([O-])=O)=[CH:42][CH:43]=3)[N:38]=2)[OH:36])=[CH:31][CH:30]=1.Cl.O1CCOCC1. No catalyst specified. The product is [F:28][C:29]1[CH:34]=[CH:33][C:32]([CH:35]([C:37]2[N:46]=[C:45]([NH:47][C:48]3[CH:52]=[C:51]([CH3:53])[NH:50][N:49]=3)[C:44]3[C:39](=[CH:40][C:41]([O:14][CH:15]4[CH2:16][CH2:17][NH:18][CH2:19][CH2:20]4)=[CH:42][CH:43]=3)[N:38]=2)[OH:36])=[CH:31][CH:30]=1. The yield is 0.210. (5) The reactants are [CH3:1][O:2][C:3](=[O:29])[NH:4][C:5]1[S:6][C:7]2[C:13]([C:14]3[N:15]=[C:16]([NH:19]C(OC(C)(C)C)=O)[NH:17][CH:18]=3)=[CH:12][CH:11]=[C:10]([O:27][CH3:28])[C:8]=2[N:9]=1. The catalyst is Cl.CO. The product is [CH3:1][O:2][C:3](=[O:29])[NH:4][C:5]1[S:6][C:7]2[C:13]([C:14]3[N:15]=[C:16]([NH2:19])[NH:17][CH:18]=3)=[CH:12][CH:11]=[C:10]([O:27][CH3:28])[C:8]=2[N:9]=1. The yield is 0.160. (6) The reactants are [CH3:1][N:2]([CH2:4][C:5]1[C:13]2[C:8](=[N:9][CH:10]=[C:11]([C:14]#[N:15])[CH:12]=2)[NH:7][CH:6]=1)[CH3:3].[C:16]([O:20][C:21](O[C:21]([O:20][C:16]([CH3:19])([CH3:18])[CH3:17])=[O:22])=[O:22])([CH3:19])([CH3:18])[CH3:17].C(N(CC)CC)C. The catalyst is O1CCCC1.CN(C)C1C=CN=CC=1. The product is [C:16]([O:20][C:21]([N:7]1[C:8]2=[N:9][CH:10]=[C:11]([C:14]#[N:15])[CH:12]=[C:13]2[C:5]([CH2:4][N:2]([CH3:1])[CH3:3])=[CH:6]1)=[O:22])([CH3:19])([CH3:18])[CH3:17]. The yield is 0.830. (7) The reactants are [NH:1]1[C:5]2=[N:6][CH:7]=[CH:8][C:9](N)=[C:4]2[CH:3]=[CH:2]1.N([O-])=O.[Na+].C(OCC)(=O)C.C(=O)([O-])O.[Na+].[F:26][B-](F)(F)F.[H+]. The catalyst is O. The product is [F:26][C:9]1[CH:8]=[CH:7][N:6]=[C:5]2[NH:1][CH:2]=[CH:3][C:4]=12. The yield is 0.440. (8) The catalyst is N1C=CC=CC=1.O. The reactants are [Cl:1][C:2]1[C:10]2[N:9]=[C:8]([NH:11][C:12]3[CH:13]=[N:14][C:15]([N:19]4[CH2:23][CH2:22][CH2:21][CH2:20]4)=[CH:16][C:17]=3[CH3:18])[N:7]([CH2:24][CH2:25][CH2:26][CH2:27]O)[C:6]=2[C:5]([CH:29]([CH2:32][CH3:33])[CH2:30][CH3:31])=[CH:4][CH:3]=1.CS(Cl)(=O)=O.C(=O)(O)[O-].[Na+].C(=O)([O-])[O-].[K+].[K+]. The product is [Cl:1][C:2]1[C:10]2[N:9]=[C:8]3[N:11]([C:12]4[CH:13]=[N:14][C:15]([N:19]5[CH2:23][CH2:22][CH2:21][CH2:20]5)=[CH:16][C:17]=4[CH3:18])[CH2:27][CH2:26][CH2:25][CH2:24][N:7]3[C:6]=2[C:5]([CH:29]([CH2:32][CH3:33])[CH2:30][CH3:31])=[CH:4][CH:3]=1. The yield is 0.390. (9) The reactants are [CH:1]1([C:4]2[C:13]3[C:8](=[CH:9][CH:10]=[CH:11][CH:12]=3)[C:7]([N+:14]([O-])=O)=[CH:6][CH:5]=2)[CH2:3][CH2:2]1. The catalyst is C(O)C.[Pd]. The product is [NH2:14][C:7]1[C:8]2[C:13](=[CH:12][CH:11]=[CH:10][CH:9]=2)[C:4]([CH:1]2[CH2:3][CH2:2]2)=[CH:5][CH:6]=1. The yield is 0.730. (10) The product is [CH2:25]([N:8]([CH2:1][C:2]1[CH:3]=[CH:4][CH:5]=[CH:6][CH:7]=1)[C@@H:9]([CH2:16][C:17]1[CH:18]=[C:19]([F:24])[CH:20]=[C:21]([F:23])[CH:22]=1)[CH:10]=[O:11])[C:26]1[CH:31]=[CH:30][CH:29]=[CH:28][CH:27]=1. The yield is 0.990. The reactants are [CH2:1]([N:8]([CH2:25][C:26]1[CH:31]=[CH:30][CH:29]=[CH:28][CH:27]=1)[C@@H:9]([CH2:16][C:17]1[CH:22]=[C:21]([F:23])[CH:20]=[C:19]([F:24])[CH:18]=1)[C:10](N(OC)C)=[O:11])[C:2]1[CH:7]=[CH:6][CH:5]=[CH:4][CH:3]=1.[H-].[H-].[H-].[H-].[Li+].[Al+3]. The catalyst is CCOCC.